Dataset: Merck oncology drug combination screen with 23,052 pairs across 39 cell lines. Task: Regression. Given two drug SMILES strings and cell line genomic features, predict the synergy score measuring deviation from expected non-interaction effect. (1) Drug 1: CN(Cc1cnc2nc(N)nc(N)c2n1)c1ccc(C(=O)NC(CCC(=O)O)C(=O)O)cc1. Drug 2: COC1=C2CC(C)CC(OC)C(O)C(C)C=C(C)C(OC(N)=O)C(OC)C=CC=C(C)C(=O)NC(=CC1=O)C2=O. Cell line: SKMEL30. Synergy scores: synergy=0.133. (2) Drug 2: N#Cc1ccc(Cn2cncc2CN2CCN(c3cccc(Cl)c3)C(=O)C2)cc1. Synergy scores: synergy=-8.50. Drug 1: COC12C(COC(N)=O)C3=C(C(=O)C(C)=C(N)C3=O)N1CC1NC12. Cell line: A375. (3) Drug 1: CN(Cc1cnc2nc(N)nc(N)c2n1)c1ccc(C(=O)NC(CCC(=O)O)C(=O)O)cc1. Drug 2: Cn1nnc2c(C(N)=O)ncn2c1=O. Cell line: HCT116. Synergy scores: synergy=-39.8. (4) Drug 1: NC(=O)c1cccc2cn(-c3ccc(C4CCCNC4)cc3)nc12. Drug 2: NC1(c2ccc(-c3nc4ccn5c(=O)[nH]nc5c4cc3-c3ccccc3)cc2)CCC1. Cell line: SW620. Synergy scores: synergy=36.5.